The task is: Predict which catalyst facilitates the given reaction.. This data is from Catalyst prediction with 721,799 reactions and 888 catalyst types from USPTO. (1) Product: [Cl:26][C:24]1[CH:25]=[C:20]([NH:10][C:7]2[CH:8]=[CH:9][C:4]([O:3][CH2:2][CH3:1])=[CH:5][CH:6]=2)[C:21]2[N:22]([CH:27]=[CH:28][N:29]=2)[N:23]=1. The catalyst class is: 14. Reactant: [CH3:1][CH2:2][O:3][C:4]1[CH:5]=[CH:6][C:7]([NH2:10])=[CH:8][CH:9]=1.C(N(CC)CC)C.Cl.Br[C:20]1[C:21]2[N:22]([CH:27]=[CH:28][N:29]=2)[N:23]=[C:24]([Cl:26])[CH:25]=1. (2) Reactant: [Br:1][C:2]1[CH:10]=[C:9]2[C:5]([CH2:6][C:7](=[CH2:12])[C:8]2=[O:11])=[CH:4][CH:3]=1.C[Si](C)(C)[O:15][C:16]([CH:18]=[CH2:19])=[CH2:17].B(F)(F)F.CCOCC. Product: [Br:1][C:2]1[CH:10]=[C:9]2[C:5]([CH2:6][C:7]3([CH2:19][CH2:18][C:16](=[O:15])[CH2:17][CH2:12]3)[C:8]2=[O:11])=[CH:4][CH:3]=1. The catalyst class is: 4. (3) Reactant: [CH:1]([O:4][C:5]([N:7]1[CH2:12][CH2:11][CH:10]([O:13][C:14]2[C:19]([O:20][CH3:21])=[C:18](Cl)[N:17]=[CH:16][N:15]=2)[CH2:9][CH2:8]1)=[O:6])([CH3:3])[CH3:2].[Br:23][C:24]1[N:29]=[C:28]([CH3:30])[C:27]([NH2:31])=[CH:26][CH:25]=1.C(P(C(C)(C)C)C1C=CC=CC=1C1C=CC=CC=1)(C)(C)C.[Li]N([Si](C)(C)C)[Si](C)(C)C. Product: [CH:1]([O:4][C:5]([N:7]1[CH2:12][CH2:11][CH:10]([O:13][C:14]2[C:19]([O:20][CH3:21])=[C:18]([NH:31][C:27]3[C:28]([CH3:30])=[N:29][C:24]([Br:23])=[CH:25][CH:26]=3)[N:17]=[CH:16][N:15]=2)[CH2:9][CH2:8]1)=[O:6])([CH3:3])[CH3:2]. The catalyst class is: 160. (4) Reactant: C(OC([N:8]([CH2:39][C:40]([O:42]C(C)(C)C)=[O:41])[C:9]1[CH:14]=[CH:13][CH:12]=[C:11]([CH:15]([CH2:26][C:27]2[CH:32]=[CH:31][C:30]([C:33]3[S:34][C:35]([CH3:38])=[CH:36][N:37]=3)=[CH:29][CH:28]=2)[NH:16][S:17]([C:20]2[CH:25]=[CH:24][CH:23]=[CH:22][N:21]=2)(=[O:19])=[O:18])[N:10]=1)=O)(C)(C)C.[OH-].[Na+]. Product: [CH3:38][C:35]1[S:34][C:33]([C:30]2[CH:29]=[CH:28][C:27]([CH2:26][CH:15]([NH:16][S:17]([C:20]3[CH:25]=[CH:24][CH:23]=[CH:22][N:21]=3)(=[O:18])=[O:19])[C:11]3[N:10]=[C:9]([NH:8][CH2:39][C:40]([OH:42])=[O:41])[CH:14]=[CH:13][CH:12]=3)=[CH:32][CH:31]=2)=[N:37][CH:36]=1. The catalyst class is: 6. (5) Reactant: [O:1]=[C:2]1[C@H:6]([NH:7]C(=O)OC(C)(C)C)[CH2:5][O:4][N:3]1[CH2:15][C:16]([F:19])([F:18])[F:17].[ClH:20]. Product: [ClH:20].[NH2:7][C@@H:6]1[CH2:5][O:4][N:3]([CH2:15][C:16]([F:18])([F:17])[F:19])[C:2]1=[O:1]. The catalyst class is: 269. (6) Reactant: [NH2:1][C:2]1[C:7]([C:8]([O:10][CH2:11][CH3:12])=[O:9])=[CH:6][N:5]=[C:4]([N:13]2[CH2:18][CH2:17][O:16][CH2:15][CH2:14]2)[N:3]=1.Cl[C:20]1[C:29]2[C:24](=[CH:25][C:26]([F:31])=[CH:27][C:28]=2[F:30])[N:23]=[C:22]([C:32]2[CH:37]=[CH:36][CH:35]=[CH:34][N:33]=2)[C:21]=1[CH3:38].C1(P(C2CCCCC2)C2C=CC=CC=2C2C(C(C)C)=CC(C(C)C)=CC=2C(C)C)CCCCC1.CC(C)([O-])C.[Na+]. Product: [F:30][C:28]1[CH:27]=[C:26]([F:31])[CH:25]=[C:24]2[C:29]=1[C:20]([NH:1][C:2]1[C:7]([C:8]([O:10][CH2:11][CH3:12])=[O:9])=[CH:6][N:5]=[C:4]([N:13]3[CH2:18][CH2:17][O:16][CH2:15][CH2:14]3)[N:3]=1)=[C:21]([CH3:38])[C:22]([C:32]1[CH:37]=[CH:36][CH:35]=[CH:34][N:33]=1)=[N:23]2. The catalyst class is: 101. (7) Reactant: [CH3:1][O:2][C:3](=[O:30])[NH:4][C@H:5]([C:9]([N:11]1[CH2:15][C@@H:14]([O:16][CH3:17])[CH2:13][C@H:12]1[C:18]1[NH:19][CH:20]=[C:21]([C:23]2[CH:28]=[CH:27][C:26](Br)=[CH:25][CH:24]=2)[N:22]=1)=[O:10])[CH:6]([CH3:8])[CH3:7].[CH3:31][C:32]1([CH3:48])[C:36]([CH3:38])([CH3:37])[O:35][B:34]([B:34]2[O:35][C:36]([CH3:38])([CH3:37])[C:32]([CH3:48])([CH3:31])[O:33]2)[O:33]1.C([O-])(=O)C.[K+]. Product: [CH3:1][O:2][C:3](=[O:30])[NH:4][C@H:5]([C:9]([N:11]1[CH2:15][C@@H:14]([O:16][CH3:17])[CH2:13][C@H:12]1[C:18]1[NH:19][CH:20]=[C:21]([C:23]2[CH:28]=[CH:27][C:26]([B:34]3[O:35][C:36]([CH3:38])([CH3:37])[C:32]([CH3:48])([CH3:31])[O:33]3)=[CH:25][CH:24]=2)[N:22]=1)=[O:10])[CH:6]([CH3:8])[CH3:7]. The catalyst class is: 439. (8) Reactant: [CH:1](=O)[C:2]1[CH:7]=[CH:6][CH:5]=[CH:4][CH:3]=1.[NH2:9][C:10]1[CH:15]=[CH:14][C:13]([C:16]([N:18]2[CH2:23][CH2:22][O:21][CH:20]([C:24]3[CH:29]=[CH:28][CH:27]=[CH:26][CH:25]=3)[CH2:19]2)=[O:17])=[CH:12][CH:11]=1.C(O[BH-](OC(=O)C)OC(=O)C)(=O)C.[Na+]. Product: [CH2:1]([NH:9][C:10]1[CH:11]=[CH:12][C:13]([C:16]([N:18]2[CH2:23][CH2:22][O:21][CH:20]([C:24]3[CH:25]=[CH:26][CH:27]=[CH:28][CH:29]=3)[CH2:19]2)=[O:17])=[CH:14][CH:15]=1)[C:2]1[CH:7]=[CH:6][CH:5]=[CH:4][CH:3]=1. The catalyst class is: 4. (9) The catalyst class is: 1. Reactant: C[O:2][C:3](=[O:34])[CH:4]([CH2:24][CH:25]=[CH:26][CH2:27][P:28]([O:32][CH3:33])([O:30]C)=[O:29])[CH2:5][C:6]([CH3:23])=[CH:7][CH2:8][C:9]1[C:10]([OH:22])=[C:11]2[C:15](=[C:16]([CH3:20])[C:17]=1[O:18][CH3:19])[CH2:14][O:13][C:12]2=[O:21].O.[CH3:36]O.O[Li].O. Product: [CH2:33]([O:32][P:28]([CH2:27][CH:26]=[CH:25][CH2:24][CH:4]([CH2:5][C:6]([CH3:23])=[CH:7][CH2:8][C:9]1[C:10]([OH:22])=[C:11]2[C:15](=[C:16]([CH3:20])[C:17]=1[O:18][CH3:19])[CH2:14][O:13][C:12]2=[O:21])[C:3]([OH:2])=[O:34])([OH:30])=[O:29])[CH3:36].